Predict the reaction yield, written as a fraction of the theoretical maximum amount of product (1.0 means a 100% yield; for example, 0.34 means a 34% yield). From a dataset of Reaction yield outcomes from USPTO patents with 853,638 reactions. (1) The reactants are C([O:3][C:4](=[O:31])[CH2:5][CH:6]1[O:10][B:9]([OH:11])[C:8]2[CH:12]=[C:13]([O:17][C:18]3[S:19][C:20]([NH:23][C:24]([O:26][C:27]([CH3:30])([CH3:29])[CH3:28])=[O:25])=[CH:21][N:22]=3)[CH:14]=[C:15]([CH3:16])[C:7]1=2)C.[Li+].[OH-].Cl. The catalyst is C1COCC1.O. The product is [C:27]([O:26][C:24]([NH:23][C:20]1[S:19][C:18]([O:17][C:13]2[CH:14]=[C:15]([CH3:16])[C:7]3[CH:6]([CH2:5][C:4]([OH:31])=[O:3])[O:10][B:9]([OH:11])[C:8]=3[CH:12]=2)=[N:22][CH:21]=1)=[O:25])([CH3:30])([CH3:29])[CH3:28]. The yield is 0.400. (2) The reactants are [CH3:1][C:2]1[CH:7]=[CH:6][N:5]=[C:4]([N:8]2[CH2:13][CH2:12][N:11](C(OC(C)(C)C)=O)[CH2:10][CH2:9]2)[N:3]=1.C(Cl)[Cl:22]. The catalyst is FC(F)(F)C(O)=O. The product is [ClH:22].[ClH:22].[CH3:1][C:2]1[CH:7]=[CH:6][N:5]=[C:4]([N:8]2[CH2:9][CH2:10][NH:11][CH2:12][CH2:13]2)[N:3]=1. The yield is 0.710. (3) The yield is 0.470. The product is [C:28]([O:27][C:23](=[O:26])[CH2:24][CH2:25][S:1][CH2:2][C:3]1[CH:4]=[C:5]([CH:9]=[CH:10][CH:11]=1)[C:6]([OH:8])=[O:7])([CH3:31])([CH3:30])[CH3:29]. The reactants are [SH:1][CH2:2][C:3]1[CH:4]=[C:5]([CH:9]=[CH:10][CH:11]=1)[C:6]([OH:8])=[O:7].C1CCN2C(=NCCC2)CC1.[C:23]([O:27][C:28]([CH3:31])([CH3:30])[CH3:29])(=[O:26])[CH:24]=[CH2:25]. The catalyst is C(#N)C. (4) The reactants are [C:1]([O:5][C:6]([N:8]1[CH2:12][CH2:11][CH:10]([OH:13])[CH:9]1[C:14](O)=[O:15])=[O:7])([CH3:4])([CH3:3])[CH3:2].Cl. The catalyst is O1CCCC1.[OH-].[Na+]. The product is [C:1]([O:5][C:6]([N:8]1[CH2:12][CH2:11][C@H:10]([OH:13])[C@H:9]1[CH2:14][OH:15])=[O:7])([CH3:4])([CH3:3])[CH3:2]. The yield is 0.800. (5) The reactants are [N:1]1[C:10]2[C:5](=[CH:6][C:7]([CH2:11][N:12]3[C:16]4=[N:17][C:18]([C:21]5[CH:22]=[C:23]([NH:27]C(=O)C)[CH:24]=[CH:25][CH:26]=5)=[CH:19][CH:20]=[C:15]4[N:14]=[N:13]3)=[CH:8][CH:9]=2)[CH:4]=[CH:3][CH:2]=1.Cl.C(=O)(O)[O-].[Na+]. The catalyst is C(O)C. The product is [N:1]1[C:10]2[C:5](=[CH:6][C:7]([CH2:11][N:12]3[C:16]4=[N:17][C:18]([C:21]5[CH:22]=[C:23]([CH:24]=[CH:25][CH:26]=5)[NH2:27])=[CH:19][CH:20]=[C:15]4[N:14]=[N:13]3)=[CH:8][CH:9]=2)[CH:4]=[CH:3][CH:2]=1. The yield is 0.700. (6) The yield is 0.695. The reactants are Br[C:2]1[CH:3]=[C:4]([C:19]([O:21][CH3:22])=[O:20])[CH:5]=[C:6]2[C:11]=1[O:10][C:9]([N:12]1[CH2:17][CH2:16][O:15][CH2:14][CH2:13]1)=[CH:8][C:7]2=[O:18].C([Sn](CCCC)(CCCC)[C:28]([O:30]CC)=[CH2:29])CCC.Cl. The product is [C:28]([C:2]1[CH:3]=[C:4]([C:19]([O:21][CH3:22])=[O:20])[CH:5]=[C:6]2[C:11]=1[O:10][C:9]([N:12]1[CH2:17][CH2:16][O:15][CH2:14][CH2:13]1)=[CH:8][C:7]2=[O:18])(=[O:30])[CH3:29]. The catalyst is O1CCOCC1.[Pd](Cl)Cl.C1(P(C2C=CC=CC=2)C2C=CC=CC=2)C=CC=CC=1.C1(P(C2C=CC=CC=2)C2C=CC=CC=2)C=CC=CC=1. (7) The reactants are [N+:1]([C:4]1[CH:5]=[C:6]2[C:10](=[CH:11][CH:12]=1)[NH:9][CH:8]=[CH:7]2)([O-:3])=[O:2].[CH3:13][N:14]1[CH:18]2[CH2:19][C:20]([CH2:22][CH:15]1[CH2:16][CH2:17]2)=O.OP(O)(O)=O. The catalyst is C(O)(=O)C. The product is [CH3:13][N:14]1[CH:15]2[CH2:16][CH2:17][CH:18]1[CH2:19][C:20]([C:7]1[C:6]3[C:10](=[CH:11][CH:12]=[C:4]([N+:1]([O-:3])=[O:2])[CH:5]=3)[NH:9][CH:8]=1)=[CH:22]2. The yield is 0.310.